From a dataset of Full USPTO retrosynthesis dataset with 1.9M reactions from patents (1976-2016). Predict the reactants needed to synthesize the given product. (1) Given the product [C:54]([O:53][C:51]([N:8]([C:6]([O:5][C:1]([CH3:2])([CH3:4])[CH3:3])=[O:7])[C:9]1[C:18]2[C:13](=[CH:14][C:15]([NH:19][CH:20]([C:34]3[CH:35]=[CH:36][C:37]([CH2:40][CH:41]([OH:43])[CH3:42])=[CH:38][CH:39]=3)[C:21]([NH:23][CH2:24][C:25]3[CH:30]=[CH:29][CH:28]=[C:27]([N+:31]([O-:33])=[O:32])[CH:26]=3)=[O:22])=[CH:16][CH:17]=2)[CH:12]=[CH:11][N:10]=1)=[O:52])([CH3:57])([CH3:55])[CH3:56], predict the reactants needed to synthesize it. The reactants are: [C:1]([O:5][C:6]([N:8]([C:51]([O:53][C:54]([CH3:57])([CH3:56])[CH3:55])=[O:52])[C:9]1[C:18]2[C:13](=[CH:14][C:15]([NH:19][CH:20]([C:34]3[CH:39]=[CH:38][C:37]([CH2:40][CH:41]([O:43][Si](C(C)(C)C)(C)C)[CH3:42])=[CH:36][CH:35]=3)[C:21]([NH:23][CH2:24][C:25]3[CH:30]=[CH:29][CH:28]=[C:27]([N+:31]([O-:33])=[O:32])[CH:26]=3)=[O:22])=[CH:16][CH:17]=2)[CH:12]=[CH:11][N:10]=1)=[O:7])([CH3:4])([CH3:3])[CH3:2].CCCC[N+](CCCC)(CCCC)CCCC.[F-]. (2) The reactants are: Br[C:2]1[S:3][C:4]2[CH:10]=[C:9]([O:11]C)[CH:8]=[CH:7][C:5]=2[N:6]=1.[F-].[Cs+].C([O-])(O)=O.[Na+]. Given the product [NH2:6][C:5]1[CH:7]=[CH:8][C:9]([C:2]2[S:3][C:4]3[CH:10]=[C:9]([OH:11])[CH:8]=[CH:7][C:5]=3[N:6]=2)=[CH:10][CH:4]=1, predict the reactants needed to synthesize it. (3) Given the product [F:20][C:21]1[CH:22]=[C:23]([CH:32]=[CH:33][C:34]=1[F:35])[CH2:24][N:25]1[CH2:26][CH2:27][C:28]2([N:6]([C:7]3[CH:8]=[CH:9][C:10]([O:13][CH3:14])=[CH:11][CH:12]=3)[C:4](=[O:5])[C:3]3[C:2](=[CH:18][CH:17]=[C:16]([OH:19])[CH:15]=3)[NH:1]2)[CH2:29][CH2:30]1, predict the reactants needed to synthesize it. The reactants are: [NH2:1][C:2]1[CH:18]=[CH:17][C:16]([OH:19])=[CH:15][C:3]=1[C:4]([NH:6][C:7]1[CH:12]=[CH:11][C:10]([O:13][CH3:14])=[CH:9][CH:8]=1)=[O:5].[F:20][C:21]1[CH:22]=[C:23]([CH:32]=[CH:33][C:34]=1[F:35])[CH2:24][N:25]1[CH2:30][CH2:29][C:28](=O)[CH2:27][CH2:26]1.O.C1(C)C=CC(S(O)(=O)=O)=CC=1. (4) Given the product [CH2:1]([N:8]1[C:13](=[O:14])[C:12]2=[CH:15][CH:16]=[C:17]([Cl:18])[N:11]2[N:10]=[C:9]1[CH:19]=[O:25])[C:2]1[CH:7]=[CH:6][CH:5]=[CH:4][CH:3]=1, predict the reactants needed to synthesize it. The reactants are: [CH2:1]([N:8]1[C:13](=[O:14])[C:12]2=[CH:15][CH:16]=[C:17]([Cl:18])[N:11]2[N:10]=[C:9]1[CH:19]=CN(C)C)[C:2]1[CH:7]=[CH:6][CH:5]=[CH:4][CH:3]=1.I([O-])(=O)(=O)=[O:25].[Na+]. (5) Given the product [C:1]1([C:7]2[N:12]=[C:11]3[CH2:13][CH2:14][CH2:15][NH:16][C:10]3=[N:9][C:8]=2[C:17]2[CH:18]=[CH:19][CH:20]=[CH:21][CH:22]=2)[CH:2]=[CH:3][CH:4]=[CH:5][CH:6]=1, predict the reactants needed to synthesize it. The reactants are: [C:1]1([C:7]2[N:12]=[C:11]3[CH:13]=[CH:14][CH:15]=[N:16][C:10]3=[N:9][C:8]=2[C:17]2[CH:22]=[CH:21][CH:20]=[CH:19][CH:18]=2)[CH:6]=[CH:5][CH:4]=[CH:3][CH:2]=1.C(N(CC)CC)C.